This data is from Catalyst prediction with 721,799 reactions and 888 catalyst types from USPTO. The task is: Predict which catalyst facilitates the given reaction. (1) Reactant: [N+:1]([C:4]1[CH:9]=[C:8]([N+:10]([O-:12])=[O:11])[CH:7]=[CH:6][C:5]=1[OH:13])([O-:3])=[O:2].C(N(CC)CC)C.[Br:21][C:22]([CH3:27])([CH3:26])[C:23](Br)=[O:24]. Product: [N+:1]([C:4]1[CH:9]=[C:8]([N+:10]([O-:12])=[O:11])[CH:7]=[CH:6][C:5]=1[O:13][C:23](=[O:24])[C:22]([Br:21])([CH3:27])[CH3:26])([O-:3])=[O:2]. The catalyst class is: 7. (2) Reactant: [OH:1][C:2]1[CH:7]=[CH:6][C:5]([C:8]2[CH:9]=[C:10]3[C:15](=[CH:16][CH:17]=2)[CH:14]([C:18]([O:20][CH3:21])=[O:19])[CH2:13][CH2:12][CH2:11]3)=[CH:4][CH:3]=1.[Cl:22][C:23]1[CH:28]=[CH:27][CH:26]=[C:25]([Cl:29])[C:24]=1[C:30]1[C:34]([CH2:35]O)=[C:33]([CH:37]([CH3:39])[CH3:38])[O:32][N:31]=1.C1(P(C2C=CC=CC=2)C2C=CC=CC=2)C=CC=CC=1.N(C(OC(C)C)=O)=NC(OC(C)C)=O. Product: [Cl:29][C:25]1[CH:26]=[CH:27][CH:28]=[C:23]([Cl:22])[C:24]=1[C:30]1[C:34]([CH2:35][O:1][C:2]2[CH:3]=[CH:4][C:5]([C:8]3[CH:9]=[C:10]4[C:15](=[CH:16][CH:17]=3)[CH:14]([C:18]([O:20][CH3:21])=[O:19])[CH2:13][CH2:12][CH2:11]4)=[CH:6][CH:7]=2)=[C:33]([CH:37]([CH3:39])[CH3:38])[O:32][N:31]=1. The catalyst class is: 4.